The task is: Predict the reactants needed to synthesize the given product.. This data is from Full USPTO retrosynthesis dataset with 1.9M reactions from patents (1976-2016). (1) Given the product [F:30][C:5]1[CH:4]=[CH:3][C:2]([C:32]2[CH:33]=[CH:34][CH:35]=[CH:36][C:31]=2[CH3:40])=[C:10]2[C:6]=1[C:7]([CH2:16][CH2:17][CH2:18][O:19][C:20]1[C:29]3[C:24](=[CH:25][CH:26]=[CH:27][CH:28]=3)[CH:23]=[CH:22][CH:21]=1)=[C:8]([C:11]([OH:13])=[O:12])[NH:9]2, predict the reactants needed to synthesize it. The reactants are: Br[C:2]1[CH:3]=[CH:4][C:5]([F:30])=[C:6]2[C:10]=1[NH:9][C:8]([C:11]([O:13]CC)=[O:12])=[C:7]2[CH2:16][CH2:17][CH2:18][O:19][C:20]1[C:29]2[C:24](=[CH:25][CH:26]=[CH:27][CH:28]=2)[CH:23]=[CH:22][CH:21]=1.[C:31]1([CH3:40])[CH:36]=[CH:35][CH:34]=[CH:33][C:32]=1B(O)O.F[B-](F)(F)F.C([PH+](C(C)(C)C)C(C)(C)C)(C)(C)C.[F-].[Cs+].O[Li].O.Cl. (2) Given the product [Cl:1][C:2]1[N:3]=[C:4]([NH:21][CH3:20])[C:5]2[CH2:10][CH2:9][CH:8]([C:11]3[CH:16]=[CH:15][CH:14]=[CH:13][C:12]=3[Cl:17])[C:6]=2[N:7]=1, predict the reactants needed to synthesize it. The reactants are: [Cl:1][C:2]1[N:3]=[C:4](Cl)[C:5]2[CH2:10][CH2:9][CH:8]([C:11]3[CH:16]=[CH:15][CH:14]=[CH:13][C:12]=3[Cl:17])[C:6]=2[N:7]=1.O.[CH3:20][N:21]1C(=O)CCC1. (3) The reactants are: [C:1]([C:5]1[CH:10]=[CH:9][C:8]([S:11]([NH:14][C:15]2[CH:16]=[C:17]3[C:21](=[CH:22][CH:23]=2)[NH:20][C:19]([C:24](O)=[O:25])=[C:18]3[C:27]2[CH:32]=[CH:31][CH:30]=[C:29]([O:33][CH3:34])[CH:28]=2)(=[O:13])=[O:12])=[CH:7][CH:6]=1)([CH3:4])([CH3:3])[CH3:2].[CH2:35]([CH2:37][NH2:38])[OH:36]. Given the product [OH:36][CH2:35][CH2:37][NH:38][C:24]([C:19]1[NH:20][C:21]2[C:17]([C:18]=1[C:27]1[CH:32]=[CH:31][CH:30]=[C:29]([O:33][CH3:34])[CH:28]=1)=[CH:16][C:15]([NH:14][S:11]([C:8]1[CH:9]=[CH:10][C:5]([C:1]([CH3:2])([CH3:3])[CH3:4])=[CH:6][CH:7]=1)(=[O:12])=[O:13])=[CH:23][CH:22]=2)=[O:25], predict the reactants needed to synthesize it. (4) Given the product [Br:1][C:2]1[CH:3]=[CH:4][C:5]([C:8]2[N:12]([CH2:22][O:21][CH2:20][CH2:19][Si:18]([CH3:25])([CH3:24])[CH3:17])[C:11](=[O:13])[N:10]([CH3:14])[N:9]=2)=[CH:6][CH:7]=1, predict the reactants needed to synthesize it. The reactants are: [Br:1][C:2]1[CH:7]=[CH:6][C:5]([C:8]2[NH:12][C:11](=[O:13])[N:10]([CH3:14])[N:9]=2)=[CH:4][CH:3]=1.[H-].[Na+].[CH3:17][Si:18]([CH3:25])([CH3:24])[CH2:19][CH2:20][O:21][CH2:22]Cl.CCOC(C)=O.